This data is from Peptide-MHC class II binding affinity with 134,281 pairs from IEDB. The task is: Regression. Given a peptide amino acid sequence and an MHC pseudo amino acid sequence, predict their binding affinity value. This is MHC class II binding data. (1) The peptide sequence is VDFQKTVKVTGVTTQGVKSL. The MHC is DRB1_1001 with pseudo-sequence DRB1_1001. The binding affinity (normalized) is 0. (2) The peptide sequence is DVNASFRAAMATTAN. The MHC is DRB1_0101 with pseudo-sequence DRB1_0101. The binding affinity (normalized) is 0.791.